The task is: Binary Classification. Given a drug SMILES string, predict its activity (active/inactive) in a high-throughput screening assay against a specified biological target.. This data is from Choline transporter screen with 302,306 compounds. (1) The result is 0 (inactive). The compound is O=C(Nc1cc(ccc1)C(OCC)=O)CCc1n2nc(N3CCCCC3)ccc2nn1. (2) The drug is Clc1c(C(=O)/C(=c2\[nH]cccc2)C(OCc2ccccc2)=O)ccc(Cl)c1. The result is 0 (inactive). (3) The drug is O=C(N\N=C1\C2(CN3CC1CN(C2)CC3)CCCC)c1c(N)cccc1. The result is 0 (inactive). (4) The result is 0 (inactive). The molecule is O=C(N1CCC(CC1)C(=O)NC(C)C(=O)Nc1ccc(cc1)CC)C(N)C(C)C. (5) The result is 0 (inactive). The drug is Clc1c(C(=O)NC(Nc2sc(S(=O)(=O)c3ccc([N+]([O-])=O)cc3)cn2)(C(F)(F)F)C(OC)=O)cccc1. (6) The compound is Clc1ccc(S(=O)(=O)N2CCN(CC2)C(=O)COC(=O)Cc2ccccc2)cc1. The result is 0 (inactive). (7) The molecule is S(=O)(=O)(N1CCCCC1)c1cc(c(cc1)C)C(OCC(=O)NCC)=O. The result is 0 (inactive).